Dataset: Catalyst prediction with 721,799 reactions and 888 catalyst types from USPTO. Task: Predict which catalyst facilitates the given reaction. (1) Reactant: [Cl:1][C:2]1[CH:7]=[CH:6][C:5]([N:8]([C@H:12]2[C:21]3[C:16](=[CH:17][CH:18]=[CH:19][CH:20]=3)[N:15]([C:22](=[O:30])[C:23]3[CH:28]=[CH:27][C:26]([OH:29])=[CH:25][CH:24]=3)[C@@H:14]([CH3:31])[CH2:13]2)[C:9](=[O:11])[CH3:10])=[CH:4][CH:3]=1.C([O-])([O-])=O.[K+].[K+].[CH3:38][O:39][C:40](=[O:47])[C:41]([CH3:46])([CH3:45])[CH2:42][CH2:43]Br. Product: [CH3:38][O:39][C:40](=[O:47])[C:41]([CH3:46])([CH3:45])[CH2:42][CH2:43][O:29][C:26]1[CH:25]=[CH:24][C:23]([C:22]([N:15]2[C:16]3[C:21](=[CH:20][CH:19]=[CH:18][CH:17]=3)[C@H:12]([N:8]([C:9](=[O:11])[CH3:10])[C:5]3[CH:4]=[CH:3][C:2]([Cl:1])=[CH:7][CH:6]=3)[CH2:13][C@@H:14]2[CH3:31])=[O:30])=[CH:28][CH:27]=1. The catalyst class is: 3. (2) Reactant: [CH2:1]([O:3][C:4]([C:6]1[CH:11]=[C:10]([C:12](=O)[CH2:13]Br)[C:9](=[O:16])[NH:8][C:7]=1[CH3:17])=[O:5])[CH3:2].[CH3:18][NH:19][C:20]1[CH:21]=[C:22]([CH:26]=[CH:27][N:28]=1)[C:23]([NH2:25])=[S:24]. Product: [CH3:17][C:7]1[NH:8][C:9](=[O:16])[C:10]([C:12]2[N:25]=[C:23]([C:22]3[CH:26]=[CH:27][N:28]=[C:20]([NH:19][CH3:18])[CH:21]=3)[S:24][CH:13]=2)=[CH:11][C:6]=1[C:4]([O:3][CH2:1][CH3:2])=[O:5]. The catalyst class is: 14. (3) Reactant: O=[C:2]([CH3:11])[CH2:3][CH:4]1[C:9](=O)[CH2:8][CH2:7][O:6][CH2:5]1.Cl.[NH2:13][CH2:14][C:15]([O:17][CH2:18][CH3:19])=[O:16].C(=O)(O)[O-].[Na+]. Product: [CH3:11][C:2]1[N:13]([CH2:14][C:15]([O:17][CH2:18][CH3:19])=[O:16])[C:9]2[CH2:8][CH2:7][O:6][CH2:5][C:4]=2[CH:3]=1. The catalyst class is: 2. (4) Reactant: Cl[C:2]1[CH:3]=[C:4]([C:20]([NH:22][CH2:23][C:24]2[CH:29]=[CH:28][C:27]([S:30]([N:33]([CH3:35])[CH3:34])(=[O:32])=[O:31])=[CH:26][CH:25]=2)=[O:21])[C:5](=[O:19])[N:6]([C:9]2[CH:14]=[CH:13][CH:12]=[C:11]([C:15]([F:18])([F:17])[F:16])[CH:10]=2)[C:7]=1[CH3:8].C([O-])=O.[NH4+]. Product: [CH3:35][N:33]([CH3:34])[S:30]([C:27]1[CH:26]=[CH:25][C:24]([CH2:23][NH:22][C:20]([C:4]2[C:5](=[O:19])[N:6]([C:9]3[CH:14]=[CH:13][CH:12]=[C:11]([C:15]([F:18])([F:17])[F:16])[CH:10]=3)[C:7]([CH3:8])=[CH:2][CH:3]=2)=[O:21])=[CH:29][CH:28]=1)(=[O:31])=[O:32]. The catalyst class is: 19.